Dataset: Catalyst prediction with 721,799 reactions and 888 catalyst types from USPTO. Task: Predict which catalyst facilitates the given reaction. (1) Reactant: [H-].[H-].[H-].[H-].[Al+3].[Li+].[CH3:7][C:8]1[CH:9]=[C:10]([S:15]C#N)[CH:11]=[CH:12][C:13]=1[OH:14].O. Product: [CH3:7][C:8]1[CH:9]=[C:10]([SH:15])[CH:11]=[CH:12][C:13]=1[OH:14]. The catalyst class is: 7. (2) Reactant: [CH3:1][O:2][C:3]1[CH:4]=[C:5]([NH:11][CH2:12][C:13]2[C:14]([NH2:21])=[N:15][C:16]([S:19][CH3:20])=[N:17][CH:18]=2)[CH:6]=[C:7]([O:9][CH3:10])[CH:8]=1.[H-].[Na+].[C:24](N1C=CN=C1)(N1C=CN=C1)=[O:25]. Product: [CH3:10][O:9][C:7]1[CH:6]=[C:5]([N:11]2[CH2:12][C:13]3[C:14](=[N:15][C:16]([S:19][CH3:20])=[N:17][CH:18]=3)[NH:21][C:24]2=[O:25])[CH:4]=[C:3]([O:2][CH3:1])[CH:8]=1. The catalyst class is: 9. (3) Reactant: [CH3:1][C:2]1([CH3:28])[C:6]([CH3:8])([CH3:7])[O:5][B:4]([C:9]2[CH:18]=[CH:17][C:16]3[C:11](=[CH:12][CH:13]=[C:14](B4OC(C)(C)C(C)(C)O4)[CH:15]=3)[CH:10]=2)[O:3]1.I[C:30]1[NH:34][C:33]([C@@H:35]2[CH2:39][CH2:38][CH2:37][N:36]2[C:40]([O:42][C:43]([CH3:46])([CH3:45])[CH3:44])=[O:41])=[N:32][CH:31]=1. Product: [CH3:7][C:6]1([CH3:8])[C:2]([CH3:28])([CH3:1])[O:3][B:4]([C:9]2[CH:10]=[C:11]3[C:16](=[CH:17][CH:18]=2)[CH:15]=[C:14]([C:30]2[N:34]=[C:33]([C@@H:35]4[CH2:39][CH2:38][CH2:37][N:36]4[C:40]([O:42][C:43]([CH3:46])([CH3:45])[CH3:44])=[O:41])[NH:32][CH:31]=2)[CH:13]=[CH:12]3)[O:5]1. The catalyst class is: 108. (4) Reactant: [CH3:1][C:2]1[N:7]=[C:6]([C:8]#[C:9][C:10]2[NH:11][O:12][CH:13]3[NH:17][CH2:16][CH2:15][C:14]=23)[CH:5]=[CH:4][CH:3]=1.Cl[C:19]([O:21][CH2:22][CH3:23])=[O:20].O. Product: [CH2:22]([O:21][C:19]([N:17]1[CH:13]2[CH:14]([C:10]([C:9]#[C:8][C:6]3[CH:5]=[CH:4][CH:3]=[C:2]([CH3:1])[N:7]=3)=[N:11][O:12]2)[CH2:15][CH2:16]1)=[O:20])[CH3:23]. The catalyst class is: 2.